From a dataset of Reaction yield outcomes from USPTO patents with 853,638 reactions. Predict the reaction yield, written as a fraction of the theoretical maximum amount of product (1.0 means a 100% yield; for example, 0.34 means a 34% yield). (1) The reactants are [Cl:1][C:2]1[N:7]=[C:6]([NH:8]/[CH:9]=[N:10]/O)[C:5]([I:12])=[CH:4][CH:3]=1.[OH-].[Na+]. The catalyst is O. The product is [Cl:1][C:2]1[N:7]2[N:10]=[CH:9][N:8]=[C:6]2[C:5]([I:12])=[CH:4][CH:3]=1. The yield is 0.940. (2) The reactants are Br[C:2]1[CH:7]=[CH:6][C:5]([O:8][Si:9]([CH:16]([CH3:18])[CH3:17])([CH:13]([CH3:15])[CH3:14])[CH:10]([CH3:12])[CH3:11])=[CH:4][CH:3]=1.C([Li])CCC.[B:24](OC(C)C)([O:29]C(C)C)[O:25]C(C)C. The catalyst is C1COCC1. The product is [CH:10]([Si:9]([CH:16]([CH3:18])[CH3:17])([CH:13]([CH3:15])[CH3:14])[O:8][C:5]1[CH:6]=[CH:7][C:2]([B:24]([OH:29])[OH:25])=[CH:3][CH:4]=1)([CH3:12])[CH3:11]. The yield is 0.680. (3) The reactants are [Li]CCCC.[CH3:6][C:7]1[O:8][CH:9]=[CH:10][CH:11]=1.[CH2:12](Br)[C:13]1[CH:18]=[CH:17][CH:16]=[CH:15][CH:14]=1.[O-2].[Al+3].[O-2].[O-2].[Al+3].[NH4+].[Cl-]. The catalyst is C1COCC1. The product is [CH3:6][C:7]1[O:8][C:9]([CH2:12][C:13]2[CH:18]=[CH:17][CH:16]=[CH:15][CH:14]=2)=[CH:10][CH:11]=1. The yield is 0.460.